From a dataset of Retrosynthesis with 50K atom-mapped reactions and 10 reaction types from USPTO. Predict the reactants needed to synthesize the given product. (1) Given the product CC(C)[C@H](NC(=O)c1nc2ccccc2nc1O)C(=O)N1CCC(Oc2ccc(C(F)(F)F)nc2)CC1, predict the reactants needed to synthesize it. The reactants are: CC(C)[C@H](N)C(=O)N1CCC(Oc2ccc(C(F)(F)F)nc2)CC1.O=C(O)c1nc2ccccc2nc1O. (2) Given the product COC(=O)C(C)Oc1cccc(CO)c1, predict the reactants needed to synthesize it. The reactants are: COC(=O)C(C)Oc1cccc(C=O)c1. (3) Given the product OCc1ccc(I)cc1C(F)(F)F, predict the reactants needed to synthesize it. The reactants are: O=C(O)c1ccc(I)cc1C(F)(F)F. (4) Given the product O=c1cccccc1OS(=O)(=O)c1ccccc1, predict the reactants needed to synthesize it. The reactants are: O=S(=O)(Cl)c1ccccc1.O=c1cccccc1O. (5) Given the product N#Cc1cc2ccccc2[nH]1, predict the reactants needed to synthesize it. The reactants are: NC(=O)c1cc2ccccc2[nH]1. (6) Given the product COC(=O)Cn1cc(Br)ccc1=O, predict the reactants needed to synthesize it. The reactants are: COC(=O)CBr.O=c1ccc(Br)c[nH]1. (7) Given the product O=C(c1ccccc1)N1CCc2[nH]c3cccc(-c4ccccc4)c3c2CC1, predict the reactants needed to synthesize it. The reactants are: O=C(c1ccccc1)N1CCc2[nH]c3cccc(Br)c3c2CC1.OB(O)c1ccccc1.